From a dataset of Full USPTO retrosynthesis dataset with 1.9M reactions from patents (1976-2016). Predict the reactants needed to synthesize the given product. (1) Given the product [CH3:65][O:64][C:59](=[O:61])[C:18]1[CH:23]=[CH:22][CH:21]=[CH:20][C:19]=1[C:2]1[CH:3]=[C:4]2[C:9](=[N:10][CH:11]=1)[NH:8][C:7](=[O:12])[C:6]1[CH:13]=[CH:14][CH:15]=[CH:16][C:5]2=1, predict the reactants needed to synthesize it. The reactants are: Cl[C:2]1[CH:3]=[C:4]2[C:9](=[N:10][CH:11]=1)[NH:8][C:7](=[O:12])[C:6]1[CH:13]=[CH:14][CH:15]=[CH:16][C:5]2=1.N[C:18]1[CH:23]=[CH:22][CH:21]=[CH:20][CH:19]=1.C1(P(C2CCCCC2)C2C=CC=CC=2C2C(C(C)C)=CC(C(C)C)=CC=2C(C)C)CCCCC1.C[C:59](C)([O-:61])C.[Na+].[O:64]1CCOC[CH2:65]1. (2) Given the product [IH:22].[CH2:1]([O:3][CH2:4][CH2:5][N:6]1[C:10]2[CH:11]=[CH:12][CH:13]=[CH:14][C:9]=2[N:8]=[C:7]1[N:15]1[CH2:21][CH2:20][CH2:19][NH:18][CH2:17][CH2:16]1)[CH3:2], predict the reactants needed to synthesize it. The reactants are: [CH2:1]([O:3][CH2:4][CH2:5][N:6]1[C:10]2[CH:11]=[CH:12][CH:13]=[CH:14][C:9]=2[N:8]=[C:7]1[N:15]1[CH2:21][CH2:20][CH2:19][NH:18][CH2:17][CH2:16]1)[CH3:2].[IH:22].C(O)C. (3) Given the product [CH2:1]([C:5]1[N:10]2[N:11]=[CH:12][N:13]=[C:9]2[N:8]([C@H:14]2[CH2:15][CH2:16][C@H:17]([O:20][CH2:21][C:17]([OH:20])([CH3:18])[CH3:16])[CH2:18][CH2:19]2)[C:7](=[O:27])[C:6]=1[CH2:28][C:29]1[CH:34]=[CH:33][C:32]([C:35]2[C:36]([C:41]#[N:42])=[CH:37][CH:38]=[CH:39][CH:40]=2)=[CH:31][C:30]=1[F:43])[CH2:2][CH2:3][CH3:4], predict the reactants needed to synthesize it. The reactants are: [CH2:1]([C:5]1[N:10]2[N:11]=[CH:12][N:13]=[C:9]2[N:8]([C@H:14]2[CH2:19][CH2:18][C@H:17]([O:20][CH2:21]C(OCC)=O)[CH2:16][CH2:15]2)[C:7](=[O:27])[C:6]=1[CH2:28][C:29]1[CH:34]=[CH:33][C:32]([C:35]2[CH:40]=[CH:39][CH:38]=[CH:37][C:36]=2[C:41]#[N:42])=[CH:31][C:30]=1[F:43])[CH2:2][CH2:3][CH3:4].C[Mg]Br.Cl. (4) The reactants are: [CH2:1]1[C:3]2([CH2:8][O:7][CH:6]([CH2:9][O:10][C:11]3[CH:16]=[CH:15][N+:14]([O-])=[C:13]([CH3:18])[C:12]=3[CH3:19])[O:5][CH2:4]2)[CH2:2]1.C(OC(=O)C)(=[O:22])C.[OH-].[Na+]. Given the product [CH2:1]1[C:3]2([CH2:8][O:7][CH:6]([CH2:9][O:10][C:11]3[CH:16]=[CH:15][N:14]=[C:13]([CH2:18][OH:22])[C:12]=3[CH3:19])[O:5][CH2:4]2)[CH2:2]1, predict the reactants needed to synthesize it. (5) The reactants are: [Br:1][C:2]1[CH:3]=[C:4]2[C:8](=[CH:9][CH:10]=1)[C:7](=[O:11])[CH:6]=[CH:5]2.CN(C)P(N(C)C)(N(C)C)=O.[CH3:23][CH2:24][CH2:25]CCC.C([Li])CCC.C(I)(C)C. Given the product [Br:1][C:2]1[CH:3]=[C:4]2[C:8](=[CH:9][CH:10]=1)[C:7](=[O:11])[CH:6]([CH:24]([CH3:25])[CH3:23])[CH2:5]2, predict the reactants needed to synthesize it. (6) Given the product [O:28]1[C:24]2[CH:22]=[CH:23][C:18]([CH2:16][NH:15][C:19]3[C:18]([C:16]([NH:15][C:3]4[CH:4]=[CH:5][C:6]([O:8][C:9]5[CH:14]=[CH:13][CH:12]=[CH:11][CH:10]=5)=[CH:7][CH:2]=4)=[O:17])=[CH:23][CH:22]=[CH:21][N:20]=3)=[CH:19][C:25]=2[O:26][CH2:27]1, predict the reactants needed to synthesize it. The reactants are: Cl[C:2]1[CH:7]=[C:6]([O:8][C:9]2[CH:14]=[CH:13][CH:12]=[CH:11][CH:10]=2)[CH:5]=[CH:4][C:3]=1[NH:15][C:16]([C:18]1[CH:19]=[N:20][CH:21]=[CH:22][CH:23]=1)=[O:17].[CH3:24][CH2:25][O:26][C:27](C)=[O:28].